The task is: Predict which catalyst facilitates the given reaction.. This data is from Catalyst prediction with 721,799 reactions and 888 catalyst types from USPTO. (1) Reactant: [CH2:1]([O:3][C:4]1[CH:9]=[CH:8][CH:7]=[C:6]([F:10])[C:5]=1[O:11][CH2:12][CH3:13])[CH3:2].[Br:14]N1C(=O)CCC1=O.CCCCCC. Product: [Br:14][C:7]1[CH:8]=[CH:9][C:4]([O:3][CH2:1][CH3:2])=[C:5]([O:11][CH2:12][CH3:13])[C:6]=1[F:10]. The catalyst class is: 10. (2) Reactant: [C:1]1([C:6]2[CH:7]=[C:8]3[C:12](=[CH:13][CH:14]=2)[CH2:11][C:10]([CH2:15][O:16][C:17]2[C:18]([F:27])=[C:19]([C:23]([F:26])=[CH:24][CH:25]=2)[C:20]([NH2:22])=[O:21])=[CH:9]3)[CH2:5][CH2:4][CH2:3][CH:2]=1. Product: [CH:1]1([C:6]2[CH:7]=[C:8]3[C:12](=[CH:13][CH:14]=2)[CH2:11][C:10]([CH2:15][O:16][C:17]2[C:18]([F:27])=[C:19]([C:23]([F:26])=[CH:24][CH:25]=2)[C:20]([NH2:22])=[O:21])=[CH:9]3)[CH2:5][CH2:4][CH2:3][CH2:2]1. The catalyst class is: 19. (3) Reactant: [NH:1]1[CH:5]=[N:4][CH:3]=[N:2]1.P(Cl)(Cl)(Cl)=O.[C:11]([NH:14][C:15]1[NH:16][C:17](=O)[C:18]2[N:24]=[C:23]([C:25]3[CH:30]=[CH:29][C:28]([F:31])=[CH:27][CH:26]=3)[CH:22]=[CH:21][C:19]=2[N:20]=1)(=[O:13])[CH3:12].C(N(CC)CC)C. Product: [C:11]([NH:14][C:15]1[N:16]=[C:17]([C:5]2[N:4]=[CH:3][NH:2][N:1]=2)[C:18]2[N:24]=[C:23]([C:25]3[CH:30]=[CH:29][C:28]([F:31])=[CH:27][CH:26]=3)[CH:22]=[CH:21][C:19]=2[N:20]=1)(=[O:13])[CH3:12]. The catalyst class is: 10. (4) Reactant: [CH2:1]([CH:3]1[N:12]2[C:7](=[CH:8][C:9](=[O:18])[C:10]([C:13]([O:15]CC)=[O:14])=[CH:11]2)[C:6]2[CH:19]=[C:20]([O:32][CH3:33])[C:21]([O:23][CH2:24][CH2:25][N:26]3[CH2:31][CH2:30][O:29][CH2:28][CH2:27]3)=[CH:22][C:5]=2[CH2:4]1)[CH3:2].[OH-].[Na+].Cl. Product: [CH2:1]([CH:3]1[N:12]2[C:7](=[CH:8][C:9](=[O:18])[C:10]([C:13]([OH:15])=[O:14])=[CH:11]2)[C:6]2[CH:19]=[C:20]([O:32][CH3:33])[C:21]([O:23][CH2:24][CH2:25][N:26]3[CH2:31][CH2:30][O:29][CH2:28][CH2:27]3)=[CH:22][C:5]=2[CH2:4]1)[CH3:2]. The catalyst class is: 1. (5) The catalyst class is: 1. Product: [C:29]([C:24]1[CH:25]=[CH:26][CH:27]=[CH:28][C:23]=1[C:18]1[CH:19]=[CH:20][CH:21]=[C:22]([B:31]([OH:34])[OH:32])[C:17]=1[F:16])#[N:30]. Reactant: C([Li])CCC.CC1(C)CCCC(C)(C)N1.[F:16][C:17]1[CH:22]=[CH:21][CH:20]=[CH:19][C:18]=1[C:23]1[C:24]([C:29]#[N:30])=[CH:25][CH:26]=[CH:27][CH:28]=1.[B:31](OC)([O:34]C)[O:32]C.Cl. (6) Product: [CH2:1]([N:4]1[CH2:15][CH:14]2[CH2:16][CH:6]([C:7](=[N:21][OH:22])[C:8]3[C:13]2=[CH:12][CH:11]=[CH:10][C:9]=3[OH:17])[CH2:5]1)[CH:2]=[CH2:3]. The catalyst class is: 5. Reactant: [CH2:1]([N:4]1[CH2:15][CH:14]2[CH2:16][CH:6]([C:7](=O)[C:8]3[C:9]([O:17]C)=[CH:10][CH:11]=[CH:12][C:13]=32)[CH2:5]1)[CH:2]=[CH2:3].Cl.[NH2:21][OH:22].C(=O)([O-])[O-].[Ba+2].